Regression. Given a peptide amino acid sequence and an MHC pseudo amino acid sequence, predict their binding affinity value. This is MHC class I binding data. From a dataset of Peptide-MHC class I binding affinity with 185,985 pairs from IEDB/IMGT. (1) The peptide sequence is RERLSRMAI. The MHC is BoLA-HD6 with pseudo-sequence BoLA-HD6. The binding affinity (normalized) is 0.481. (2) The peptide sequence is ETKKTMLAL. The MHC is HLA-A69:01 with pseudo-sequence HLA-A69:01. The binding affinity (normalized) is 0.834. (3) The peptide sequence is FLQRTDLSY. The MHC is HLA-A02:01 with pseudo-sequence HLA-A02:01. The binding affinity (normalized) is 0.213.